From a dataset of Forward reaction prediction with 1.9M reactions from USPTO patents (1976-2016). Predict the product of the given reaction. Given the reactants [Br:1][C:2]1[CH:3]=[C:4]2[C:14](=[CH:15][CH:16]=1)[C@:7]1([O:11][C:10](=[O:12])[NH:9][C:8]1=[O:13])[CH2:6][CH2:5]2.Br[CH2:18][C:19]([N:21]([C@@H:30]([CH:35]1[CH2:37][CH2:36]1)[C:31]([F:34])([F:33])[F:32])[CH2:22][C:23]1[CH:28]=[CH:27][C:26]([F:29])=[CH:25][CH:24]=1)=[O:20].Br[CH2:39]C(N(CC1C=CC(F)=CC=1)[C@@H](C)C(F)(F)F)=O, predict the reaction product. The product is: [Br:1][C:2]1[CH:3]=[C:4]2[C:14](=[CH:15][CH:16]=1)[C:7]1([O:11][C:10](=[O:12])[N:9]([CH2:18][C:19]([N:21]([C@@H:30]([CH:35]3[CH2:37][CH2:36]3)[C:31]([F:34])([F:33])[F:32])[CH2:22][C:23]3[CH:28]=[CH:27][C:26]([F:29])=[CH:25][CH:24]=3)=[O:20])[C:8]1=[O:13])[CH2:6][CH2:5][CH2:39]2.